From a dataset of Reaction yield outcomes from USPTO patents with 853,638 reactions. Predict the reaction yield, written as a fraction of the theoretical maximum amount of product (1.0 means a 100% yield; for example, 0.34 means a 34% yield). (1) The catalyst is CCO. The product is [F:10][C:11]1[CH:18]=[CH:17][CH:16]=[CH:15][C:12]=1[CH:13]1[C:2]([C:1]([O:7][CH2:8][CH3:9])=[O:6])=[C:3]([CH3:5])[NH:19][C:3]([CH3:5])=[C:2]1[C:1]([O:7][CH2:8][CH3:9])=[O:20]. The yield is 0.610. The reactants are [C:1]([O:7][CH2:8][CH3:9])(=[O:6])[CH2:2][C:3]([CH3:5])=O.[F:10][C:11]1[CH:18]=[CH:17][CH:16]=[CH:15][C:12]=1[CH:13]=O.[NH4+:19].[OH-:20]. (2) The reactants are [NH2:1][C:2]1[C:3]([CH3:13])=[C:4]([CH:9]=[C:10]([Br:12])[CH:11]=1)[C:5]([O:7][CH3:8])=[O:6].[CH:14](=O)[CH3:15].C(O)(=O)C.C(O[BH-](OC(=O)C)OC(=O)C)(=O)C.[Na+]. The catalyst is ClC(Cl)C.ClCCl. The product is [Br:12][C:10]1[CH:11]=[C:2]([NH:1][CH2:14][CH3:15])[C:3]([CH3:13])=[C:4]([CH:9]=1)[C:5]([O:7][CH3:8])=[O:6]. The yield is 0.550. (3) The reactants are [CH3:1][O:2][C:3]1[N:8]=[CH:7][C:6](B(O)O)=[CH:5][CH:4]=1.Br[C:13]1[CH:18]=[CH:17][CH:16]=[CH:15][N:14]=1.C(=O)([O-])[O-].[K+].[K+].COCCOC. The catalyst is C([O-])(=O)C.[Pd+2].C([O-])(=O)C.C1(P(C2C=CC=CC=2)C2C=CC=CC=2)C=CC=CC=1.C(OCC)(=O)C.O. The product is [CH3:1][O:2][C:3]1[CH:4]=[CH:5][C:6]([C:13]2[CH:18]=[CH:17][CH:16]=[CH:15][N:14]=2)=[CH:7][N:8]=1. The yield is 0.870. (4) The reactants are [Cl:1][C:2]1[CH:7]=[CH:6][C:5]([C:8]([CH:29]2[CH2:31][CH2:30]2)=[C:9]([F:28])[CH:10]=[C:11]([C:14]2[CH:19]=[CH:18][C:17]([F:20])=[C:16]([O:21][C:22]3[CH:27]=[CH:26][CH:25]=[CH:24][CH:23]=3)[CH:15]=2)[C:12]#[N:13])=[CH:4][CH:3]=1.[Mg]. The catalyst is CO.C1COCC1. The product is [Cl:1][C:2]1[CH:7]=[CH:6][C:5]([CH:8]([CH:29]2[CH2:31][CH2:30]2)[C:9]([F:28])=[CH:10][CH:11]([C:14]2[CH:19]=[CH:18][C:17]([F:20])=[C:16]([O:21][C:22]3[CH:23]=[CH:24][CH:25]=[CH:26][CH:27]=3)[CH:15]=2)[C:12]#[N:13])=[CH:4][CH:3]=1. The yield is 0.140. (5) The reactants are C([O:4][CH2:5][C:6]1[CH:11]=[CH:10][N:9]=[C:8]([NH:12][C:13](=[O:15])[CH3:14])[CH:7]=1)(=O)C.[OH-].[Na+].O. The catalyst is O1CCCC1. The product is [C:13]([NH:12][C:8]1[CH:7]=[C:6]([CH2:5][OH:4])[CH:11]=[CH:10][N:9]=1)(=[O:15])[CH3:14]. The yield is 0.860. (6) The reactants are Br[C:2]1[CH:24]=[C:23]([F:25])[CH:22]=[CH:21][C:3]=1[O:4][CH2:5][C:6]([N:8]([CH:18]([CH3:20])[CH3:19])[NH:9][C:10](=[O:17])[C:11]1[CH:16]=[CH:15][CH:14]=[CH:13][CH:12]=1)=[O:7].C([O-])([O-])=O.[Na+].[Na+].[CH2:32]([O:35][C:36]1[CH:41]=[CH:40][CH:39]=[CH:38][C:37]=1B(O)O)[CH2:33][CH3:34]. The catalyst is COCCOC. The product is [F:25][C:23]1[CH:22]=[CH:21][C:3]([O:4][CH2:5][C:6]([N:8]([CH:18]([CH3:20])[CH3:19])[NH:9][C:10](=[O:17])[C:11]2[CH:16]=[CH:15][CH:14]=[CH:13][CH:12]=2)=[O:7])=[C:2]([C:37]2[CH:38]=[CH:39][CH:40]=[CH:41][C:36]=2[O:35][CH2:32][CH2:33][CH3:34])[CH:24]=1. The yield is 0.740.